This data is from Catalyst prediction with 721,799 reactions and 888 catalyst types from USPTO. The task is: Predict which catalyst facilitates the given reaction. (1) Reactant: [NH2:1][C@@H:2]([C:6]1[CH:11]=[CH:10][C:9]([F:12])=[CH:8][CH:7]=1)[C:3]([OH:5])=[O:4].[CH:13](=O)[C:14]1[CH:19]=[CH:18][CH:17]=[CH:16][CH:15]=1.[OH-].[Na+:22]. Product: [Na+:22].[F:12][C:9]1[CH:10]=[CH:11][C:6]([C@H:2]([NH:1][CH2:13][C:14]2[CH:19]=[CH:18][CH:17]=[CH:16][CH:15]=2)[C:3]([O-:5])=[O:4])=[CH:7][CH:8]=1. The catalyst class is: 45. (2) Reactant: [Cl:1][C:2]1[N:11]=[CH:10][CH:9]=[C:8]2[C:3]=1[CH:4]=[C:5]([C:20]1[CH:25]=[CH:24][CH:23]=[CH:22][CH:21]=1)[C:6]([C:12]1[CH:19]=[CH:18][C:15]([CH:16]=[O:17])=[CH:14][CH:13]=1)=[N:7]2.[CH3:26][Mg]Br.C(OCC)(=O)C. Product: [Cl:1][C:2]1[N:11]=[CH:10][CH:9]=[C:8]2[C:3]=1[CH:4]=[C:5]([C:20]1[CH:21]=[CH:22][CH:23]=[CH:24][CH:25]=1)[C:6]([C:12]1[CH:19]=[CH:18][C:15]([CH:16]([OH:17])[CH3:26])=[CH:14][CH:13]=1)=[N:7]2. The catalyst class is: 2. (3) Reactant: [O:1]=[C:2]1[C:11]2[C:6](=[CH:7][CH:8]=[CH:9][CH:10]=2)[N:5]=[C:4]([CH2:12][CH2:13][CH2:14][C:15]([OH:17])=O)[NH:3]1.F[C:19]1[CH:32]=[CH:31][C:22]([O:23][C@H:24]2[CH2:29][CH2:28][C@H:27]([NH2:30])[CH2:26][CH2:25]2)=[CH:21][CH:20]=1.C[CH2:34][N:35](C(C)C)C(C)C. Product: [C:34]([C:19]1[CH:32]=[CH:31][C:22]([O:23][C@H:24]2[CH2:29][CH2:28][C@H:27]([NH:30][C:15](=[O:17])[CH2:14][CH2:13][CH2:12][C:4]3[NH:3][C:2](=[O:1])[C:11]4[C:6](=[CH:7][CH:8]=[CH:9][CH:10]=4)[N:5]=3)[CH2:26][CH2:25]2)=[CH:21][CH:20]=1)#[N:35]. The catalyst class is: 2. (4) Reactant: [Cl:1][C:2]1[CH:7]=[CH:6][C:5]([CH:8]2[CH:12]([C:13]3[CH:18]=[CH:17][C:16]([Cl:19])=[CH:15][CH:14]=3)[N:11]([C:20]([N:22]3[CH2:27][CH2:26][N:25]([C:28](=[O:31])[CH2:29]Cl)[CH2:24][CH2:23]3)=[O:21])[C:10]([C:32]3[CH:37]=[CH:36][C:35]([C:38]([F:41])([F:40])[F:39])=[CH:34][C:33]=3[O:42][CH2:43][CH3:44])=[N:9]2)=[CH:4][CH:3]=1.[CH:45]([N:48](C(C)C)[CH2:49]C)(C)C.CNC. Product: [Cl:1][C:2]1[CH:3]=[CH:4][C:5]([CH:8]2[CH:12]([C:13]3[CH:18]=[CH:17][C:16]([Cl:19])=[CH:15][CH:14]=3)[N:11]([C:20]([N:22]3[CH2:27][CH2:26][N:25]([C:28](=[O:31])[CH2:29][N:48]([CH3:49])[CH3:45])[CH2:24][CH2:23]3)=[O:21])[C:10]([C:32]3[CH:37]=[CH:36][C:35]([C:38]([F:40])([F:39])[F:41])=[CH:34][C:33]=3[O:42][CH2:43][CH3:44])=[N:9]2)=[CH:6][CH:7]=1. The catalyst class is: 2. (5) Reactant: [F:1][C:2]1[CH:10]=[CH:9][C:5]([C:6](Cl)=[O:7])=[CH:4][CH:3]=1.[N:11]1([C:17]2[CH:22]=[CH:21][C:20]([OH:23])=[CH:19][CH:18]=2)[CH2:16][CH2:15][NH:14][CH2:13][CH2:12]1.C(N(CC)CC)C. Product: [F:1][C:2]1[CH:10]=[CH:9][C:5]([C:6]([N:14]2[CH2:13][CH2:12][N:11]([C:17]3[CH:18]=[CH:19][C:20]([OH:23])=[CH:21][CH:22]=3)[CH2:16][CH2:15]2)=[O:7])=[CH:4][CH:3]=1. The catalyst class is: 4. (6) Product: [CH3:1][C:2]1([CH3:19])[C:3](=[O:4])[NH:22][N:21]=[C:8]1[C:10]1[CH:15]=[CH:14][C:13]([N+:16]([O-:18])=[O:17])=[CH:12][CH:11]=1. Reactant: [CH3:1][C:2]([CH3:19])([C:8]([C:10]1[CH:15]=[CH:14][C:13]([N+:16]([O-:18])=[O:17])=[CH:12][CH:11]=1)=O)[C:3](OCC)=[O:4].O.[NH2:21][NH2:22]. The catalyst class is: 14.